Dataset: Reaction yield outcomes from USPTO patents with 853,638 reactions. Task: Predict the reaction yield, written as a fraction of the theoretical maximum amount of product (1.0 means a 100% yield; for example, 0.34 means a 34% yield). (1) The reactants are [F:8][C:7]([F:10])([F:9])[C:6](O[C:6](=[O:11])[C:7]([F:10])([F:9])[F:8])=[O:11].[C:14]1([CH:20]2[CH2:24][CH2:23][CH2:22][NH:21]2)[CH:19]=[CH:18][CH:17]=[CH:16][CH:15]=1.C(N(CC)CC)C. The catalyst is C(Cl)Cl. The product is [F:10][C:7]([F:8])([F:9])[C:6]([N:21]1[CH2:22][CH2:23][CH2:24][CH:20]1[C:14]1[CH:19]=[CH:18][CH:17]=[CH:16][CH:15]=1)=[O:11]. The yield is 0.620. (2) The reactants are C(N(CC)CC)C.[CH:8]([C:10]1[C:18]2[C:13](=[CH:14][CH:15]=[CH:16][CH:17]=2)[N:12](C(OC(C)(C)C)=O)[CH:11]=1)=[O:9].[F:26][C:27]1[CH:28]=[C:29]([CH:33]=[N:34][C:35]2[CH:40]=[CH:39][CH:38]=[C:37]([O:41][CH3:42])[CH:36]=2)[CH:30]=[N:31][CH:32]=1. The catalyst is [Cl-].C([N+]1C(C)=C(CCO)SC=1)C1C=CC=CC=1.C(O)C. The product is [F:26][C:27]1[CH:28]=[C:29]([CH:33]([NH:34][C:35]2[CH:40]=[CH:39][CH:38]=[C:37]([O:41][CH3:42])[CH:36]=2)[C:8]([C:10]2[C:18]3[C:13](=[CH:14][CH:15]=[CH:16][CH:17]=3)[NH:12][CH:11]=2)=[O:9])[CH:30]=[N:31][CH:32]=1. The yield is 0.430. (3) The reactants are [CH2:1]([O:3][C:4](=[O:17])[C:5]1[CH:10]=[CH:9][C:8]([CH3:11])=[C:7]([N:12]2[CH:16]=[CH:15][CH:14]=[N:13]2)[CH:6]=1)[CH3:2].[Br:18]Br. The catalyst is C(Cl)(Cl)Cl. The product is [CH2:1]([O:3][C:4](=[O:17])[C:5]1[CH:10]=[CH:9][C:8]([CH3:11])=[C:7]([N:12]2[CH:16]=[C:15]([Br:18])[CH:14]=[N:13]2)[CH:6]=1)[CH3:2]. The yield is 0.990. (4) The reactants are N[C@H:2]([C:7]1[CH:12]=[CH:11][CH:10]=[CH:9][CH:8]=1)[C:3]([O:5][CH3:6])=[O:4].[BrH:13].N([O-])=O.[Na+]. The catalyst is O. The product is [Br:13][C@@H:2]([C:7]1[CH:12]=[CH:11][CH:10]=[CH:9][CH:8]=1)[C:3]([O:5][CH3:6])=[O:4]. The yield is 0.400. (5) The reactants are [H-].[Na+].[Cl:3][C:4]1[CH:5]=[CH:6][C:7]2[NH:13][C:12]3[CH:14]=[CH:15][CH:16]=[CH:17][C:11]=3[C:10]([C:18]3[CH:23]=[CH:22][C:21]([F:24])=[CH:20][CH:19]=3)=[N:9][C:8]=2[CH:25]=1.I[CH3:27]. The catalyst is CN(C=O)C. The product is [Cl:3][C:4]1[CH:5]=[CH:6][C:7]2[N:13]([CH3:27])[C:12]3[CH:14]=[CH:15][CH:16]=[CH:17][C:11]=3[C:10]([C:18]3[CH:23]=[CH:22][C:21]([F:24])=[CH:20][CH:19]=3)=[N:9][C:8]=2[CH:25]=1. The yield is 0.600. (6) The reactants are CC1N=C(N2C(=O)N(CC3C=CC(C(F)(F)F)=CC=3)N=C2)SC=1C(OCC)=O.[CH3:29][C:30]1[N:31]=[C:32]([N:40]2[C:44](=[O:45])[N:43]([CH2:46][C:47]3[O:48][C:49]([C:52]([F:55])([F:54])[F:53])=[CH:50][CH:51]=3)[N:42]=[CH:41]2)[S:33][C:34]=1[C:35]([O:37]CC)=[O:36]. No catalyst specified. The product is [CH3:29][C:30]1[N:31]=[C:32]([N:40]2[C:44](=[O:45])[N:43]([CH2:46][C:47]3[O:48][C:49]([C:52]([F:54])([F:53])[F:55])=[CH:50][CH:51]=3)[N:42]=[CH:41]2)[S:33][C:34]=1[C:35]([OH:37])=[O:36]. The yield is 0.840. (7) The reactants are [O:1]=[CH:2][CH2:3][CH2:4][CH2:5][CH2:6][CH2:7][CH2:8][CH2:9][C:10]([O:12][CH3:13])=[O:11].[CH:14]([Mg]Br)=[CH2:15].[Cl-].[NH4+]. The catalyst is C1COCC1. The product is [OH:1][CH:2]([CH:14]=[CH2:15])[CH2:3][CH2:4][CH2:5][CH2:6][CH2:7][CH2:8][CH2:9][C:10]([O:12][CH3:13])=[O:11]. The yield is 0.474. (8) The reactants are [CH3:1][CH:2]([CH3:39])[CH2:3][C@H:4]([NH:17][C:18](=[O:38])[C@@H:19]([NH:28][C:29](=[O:37])[CH2:30][N:31]1[CH2:36][CH2:35][O:34][CH2:33][CH2:32]1)[CH2:20][CH2:21][C:22]1[CH:27]=[CH:26][CH:25]=[CH:24][CH:23]=1)[C:5]([O:7][CH2:8][C:9]1[CH:14]=[CH:13][C:12]([O:15][CH3:16])=[CH:11][CH:10]=1)=[O:6].C[Si]([N-][Si](C)(C)C)(C)C.[K+].[CH3:50][C:51]([O:58][CH2:59][C:60]#[CH:61])([CH3:57])[C:52]([O:54][CH2:55]I)=[O:53]. The catalyst is C1COCC1. The product is [CH3:1][CH:2]([CH3:39])[CH2:3][C@H:4]([N:17]([CH2:55][O:54][C:52](=[O:53])[C:51]([CH3:50])([O:58][CH2:59][C:60]#[CH:61])[CH3:57])[C:18](=[O:38])[C@@H:19]([NH:28][C:29](=[O:37])[CH2:30][N:31]1[CH2:32][CH2:33][O:34][CH2:35][CH2:36]1)[CH2:20][CH2:21][C:22]1[CH:27]=[CH:26][CH:25]=[CH:24][CH:23]=1)[C:5]([O:7][CH2:8][C:9]1[CH:14]=[CH:13][C:12]([O:15][CH3:16])=[CH:11][CH:10]=1)=[O:6]. The yield is 0.685.